From a dataset of Experimentally validated miRNA-target interactions with 360,000+ pairs, plus equal number of negative samples. Binary Classification. Given a miRNA mature sequence and a target amino acid sequence, predict their likelihood of interaction. The miRNA is hsa-miR-7978 with sequence UCUGGUGUAUAGCGUUGCUCA. The protein sequence of the target gene is MQVEVQSLSLEECPWRLPGPQCECEALLPSGARRRIDLRLSGRAVAVWVHVRGGPGQFNLSYATGRHKKPNPHQNMNRGMEFIAPVSAPTKSGAPWHFLSQGPTDAQRAVRIRPGTRMGLSSDPVVGTLSSSYLDLLTLSYKPGRTVTSSYLNVRGHEVRKLQNSVEATRISRTDSS. Result: 1 (interaction).